This data is from Peptide-MHC class II binding affinity with 134,281 pairs from IEDB. The task is: Regression. Given a peptide amino acid sequence and an MHC pseudo amino acid sequence, predict their binding affinity value. This is MHC class II binding data. (1) The peptide sequence is VENTEKALNVYYEIGKILSR. The MHC is DRB1_0301 with pseudo-sequence DRB1_0301. The binding affinity (normalized) is 0.442. (2) The peptide sequence is LFAAFPSFAGLRPTF. The MHC is DRB1_1101 with pseudo-sequence DRB1_1101. The binding affinity (normalized) is 0.315. (3) The peptide sequence is LKNCVDAKMTEEDKE. The MHC is HLA-DQA10301-DQB10302 with pseudo-sequence HLA-DQA10301-DQB10302. The binding affinity (normalized) is 0.390. (4) The peptide sequence is KLTITGKGTLDGQGK. The MHC is DRB1_1302 with pseudo-sequence DRB1_1302. The binding affinity (normalized) is 0.291. (5) The peptide sequence is DANNYEQQEQASQQI. The binding affinity (normalized) is 0.292. The MHC is DRB1_0401 with pseudo-sequence DRB1_0401.